This data is from Forward reaction prediction with 1.9M reactions from USPTO patents (1976-2016). The task is: Predict the product of the given reaction. (1) The product is: [Cl:39][C:33]1[CH:34]=[CH:35][CH:36]=[CH:37][C:32]=1[C:25]1[C:24]([CH2:23][O:1][C:2]2[CH:3]=[CH:4][C:5]([C:8]3[CH:17]=[C:16]4[C:11]([CH:12]=[C:13]([C:18]([O:20][CH3:21])=[O:19])[N:14]=[CH:15]4)=[CH:10][CH:9]=3)=[CH:6][CH:7]=2)=[C:28]([CH:29]([CH3:31])[CH3:30])[O:27][N:26]=1. Given the reactants [OH:1][C:2]1[CH:7]=[CH:6][C:5]([C:8]2[CH:17]=[C:16]3[C:11]([CH:12]=[C:13]([C:18]([O:20][CH3:21])=[O:19])[N:14]=[CH:15]3)=[CH:10][CH:9]=2)=[CH:4][CH:3]=1.Cl[CH2:23][C:24]1[C:25]([C:32]2[C:37](Cl)=[CH:36][CH:35]=[CH:34][C:33]=2[Cl:39])=[N:26][O:27][C:28]=1[CH:29]([CH3:31])[CH3:30].C([O-])([O-])=O.[K+].[K+].CCOC(C)=O, predict the reaction product. (2) The product is: [C:13]([C:11]1[CH:10]=[CH:9][C:3]([NH:4][C:5]([O:7][CH3:8])=[O:6])=[C:2]([F:1])[CH:12]=1)([CH3:16])([CH3:15])[CH3:14]. Given the reactants [F:1][C:2]1[CH:12]=[CH:11][CH:10]=[CH:9][C:3]=1[NH:4][C:5]([O:7][CH3:8])=[O:6].[C:13](O)([CH3:16])([CH3:15])[CH3:14].CCCCCC, predict the reaction product. (3) Given the reactants Br[C:2]1[CH:7]=[CH:6][C:5]([N:8]2[CH2:12][CH2:11][C@@H:10]3[CH2:13][N:14]([CH3:16])[CH2:15][C@H:9]23)=[CH:4][CH:3]=1.[CH3:17][O:18][C:19]1[N:24]=[CH:23][C:22](B(O)O)=[CH:21][N:20]=1.C([C:30]1[CH:35]=[CH:34][C:33](B(O)O)=[CH:32][CH:31]=1)#N, predict the reaction product. The product is: [CH3:17][O:18][C:19]1[N:24]=[CH:23][C:22]([C:30]2[CH:35]=[CH:34][C:33]([C:2]3[CH:7]=[CH:6][C:5]([N:8]4[CH2:12][CH2:11][C@@H:10]5[CH2:13][N:14]([CH3:16])[CH2:15][C@H:9]45)=[CH:4][CH:3]=3)=[CH:32][CH:31]=2)=[CH:21][N:20]=1.